Dataset: Catalyst prediction with 721,799 reactions and 888 catalyst types from USPTO. Task: Predict which catalyst facilitates the given reaction. (1) Product: [C:1]([N:4]1[C:12]2[C:7](=[CH:8][CH:9]=[CH:10][CH:11]=2)[C:6](=[C:20]([OH:21])[C:15]2[CH:16]=[N:17][CH:18]=[CH:19][N:14]=2)[C:5]1=[O:13])(=[O:3])[CH3:2]. Reactant: [C:1]([N:4]1[C:12]2[C:7](=[CH:8][CH:9]=[CH:10][CH:11]=2)[CH2:6][C:5]1=[O:13])(=[O:3])[CH3:2].[N:14]1[CH:19]=[CH:18][N:17]=[CH:16][C:15]=1[C:20](O)=[O:21].CN(C(ON1N=NC2C=CC=CC1=2)=[N+](C)C)C.[B-](F)(F)(F)F.C(N(C(C)C)C(C)C)C.Cl. The catalyst class is: 3. (2) Reactant: C[Si](C)(C)[C:3]([F:6])([F:5])[F:4].[CH:9]([C:11]1[CH:12]=[C:13]([CH2:17][C:18]([O:20][CH2:21][CH3:22])=[O:19])[CH:14]=[CH:15][CH:16]=1)=[O:10].[F-].[Cs+].CCCC[N+](CCCC)(CCCC)CCCC.[F-]. Product: [F:4][C:3]([F:6])([F:5])[CH:9]([C:11]1[CH:12]=[C:13]([CH2:17][C:18]([O:20][CH2:21][CH3:22])=[O:19])[CH:14]=[CH:15][CH:16]=1)[OH:10]. The catalyst class is: 827. (3) The catalyst class is: 3. Product: [Cl:30][C:27]1[CH:28]=[CH:29][C:24]([NH:23][C:21](=[O:22])[CH2:20][CH2:19][C:15]2[CH:16]=[CH:17][CH:18]=[C:13]([O:12][C:10]3[CH:9]=[CH:8][N:7]=[C:6]([NH:5][C:3](=[O:4])[CH2:2][N:40]4[CH2:41][CH2:42][N:37]([CH2:35][CH3:36])[CH2:38][CH2:39]4)[CH:11]=3)[CH:14]=2)=[CH:25][C:26]=1[C:31]([F:32])([F:33])[F:34]. Reactant: Cl[CH2:2][C:3]([NH:5][C:6]1[CH:11]=[C:10]([O:12][C:13]2[CH:14]=[C:15]([CH2:19][CH2:20][C:21]([NH:23][C:24]3[CH:29]=[CH:28][C:27]([Cl:30])=[C:26]([C:31]([F:34])([F:33])[F:32])[CH:25]=3)=[O:22])[CH:16]=[CH:17][CH:18]=2)[CH:9]=[CH:8][N:7]=1)=[O:4].[CH2:35]([N:37]1[CH2:42][CH2:41][NH:40][CH2:39][CH2:38]1)[CH3:36].C([O-])([O-])=O.[K+].[K+]. (4) Reactant: [Br:1][C:2]1[CH:3]=[C:4]([CH:7]=[CH:8][C:9]=1[F:10])[C:5]#[N:6].[N+:11]([O-])([OH:13])=[O:12]. The catalyst class is: 65. Product: [Br:1][C:2]1[C:9]([F:10])=[CH:8][C:7]([N+:11]([O-:13])=[O:12])=[C:4]([CH:3]=1)[C:5]#[N:6]. (5) Reactant: [CH3:1][O:2][C:3](=[O:10])[CH2:4][C:5](=O)[CH2:6][O:7][CH3:8].[C:11]1([NH2:18])[C:12]([NH2:17])=[CH:13][CH:14]=[CH:15][CH:16]=1.CC(O)=O.C([O-])(O)=O.[Na+]. Product: [CH3:1][O:2][C:3](=[O:10])[CH2:4][CH:5]([NH:17][C:12]1[CH:13]=[CH:14][CH:15]=[CH:16][C:11]=1[NH2:18])[CH2:6][O:7][CH3:8]. The catalyst class is: 34.